From a dataset of Forward reaction prediction with 1.9M reactions from USPTO patents (1976-2016). Predict the product of the given reaction. (1) Given the reactants [OH:1][C:2]1[CH:7]=[CH:6][C:5]([C:8]2([C:16]3[CH:17]=[C:18]([C:22]4[CH:27]=[CH:26][CH:25]=[C:24]([O:28][CH3:29])[CH:23]=4)[CH:19]=[CH:20][CH:21]=3)[NH:12][C:11](=[S:13])[N:10]([CH3:14])[C:9]2=[O:15])=[CH:4][CH:3]=1.C(N(CC)CC)C.[F:37][C:38]([F:51])([F:50])[S:39](O[S:39]([C:38]([F:51])([F:50])[F:37])(=[O:41])=[O:40])(=[O:41])=[O:40], predict the reaction product. The product is: [F:37][C:38]([F:51])([F:50])[S:39]([O:1][C:2]1[CH:7]=[CH:6][C:5]([C:8]2([C:16]3[CH:17]=[C:18]([C:22]4[CH:27]=[CH:26][CH:25]=[C:24]([O:28][CH3:29])[CH:23]=4)[CH:19]=[CH:20][CH:21]=3)[C:9](=[O:15])[N:10]([CH3:14])[C:11](=[S:13])[NH:12]2)=[CH:4][CH:3]=1)(=[O:41])=[O:40]. (2) Given the reactants [F:1][C:2]([F:34])([F:33])[C:3]1[CH:28]=[C:27]([C:29]([F:32])([F:31])[F:30])[CH:26]=[CH:25][C:4]=1[CH2:5][N:6]1[C:14]2[C:9](=[CH:10][C:11]([CH:15]=[C:16]3[S:20][C:19](SCC)=[N:18][C:17]3=[O:24])=[CH:12][CH:13]=2)[CH:8]=[N:7]1.[OH:35][C:36]1([C:42]([OH:44])=[O:43])[CH2:41][CH2:40][NH:39][CH2:38][CH2:37]1, predict the reaction product. The product is: [F:34][C:2]([F:1])([F:33])[C:3]1[CH:28]=[C:27]([C:29]([F:30])([F:32])[F:31])[CH:26]=[CH:25][C:4]=1[CH2:5][N:6]1[C:14]2[C:9](=[CH:10][C:11]([CH:15]=[C:16]3[S:20][C:19]([N:39]4[CH2:40][CH2:41][C:36]([OH:35])([C:42]([OH:44])=[O:43])[CH2:37][CH2:38]4)=[N:18][C:17]3=[O:24])=[CH:12][CH:13]=2)[CH:8]=[N:7]1.